Predict the product of the given reaction. From a dataset of Forward reaction prediction with 1.9M reactions from USPTO patents (1976-2016). (1) Given the reactants [N:1]([CH2:4][C@H:5]1[CH2:14][CH2:13][C:12]2[C:7](=[C:8]([C:16]3[C:21]([Cl:22])=[CH:20][CH:19]=[CH:18][C:17]=3[Cl:23])[CH:9]=[C:10]([F:15])[CH:11]=2)[O:6]1)=[N+]=[N-].C1(P(C2C=CC=CC=2)C2C=CC=CC=2)C=CC=CC=1, predict the reaction product. The product is: [Cl:23][C:17]1[CH:18]=[CH:19][CH:20]=[C:21]([Cl:22])[C:16]=1[C:8]1[CH:9]=[C:10]([F:15])[CH:11]=[C:12]2[C:7]=1[O:6][C@@H:5]([CH2:4][NH2:1])[CH2:14][CH2:13]2. (2) Given the reactants [Cl:1][C:2]1[N:7]=[C:6](Cl)[CH:5]=[CH:4][N:3]=1.[N:9]1([C:15]([O:17][C:18]([CH3:21])([CH3:20])[CH3:19])=[O:16])[CH2:14][CH2:13][NH:12][CH2:11][CH2:10]1.C(N(CC)CC)C.O, predict the reaction product. The product is: [Cl:1][C:2]1[N:7]=[C:6]([N:12]2[CH2:11][CH2:10][N:9]([C:15]([O:17][C:18]([CH3:21])([CH3:20])[CH3:19])=[O:16])[CH2:14][CH2:13]2)[CH:5]=[CH:4][N:3]=1. (3) Given the reactants [F:1][C:2]([F:20])([F:19])[CH:3]([C:5]1[CH:10]=[C:9]([O:11][CH3:12])[CH:8]=[CH:7][C:6]=1[N:13]1[CH:17]=[C:16]([CH3:18])[CH:15]=[N:14]1)[OH:4].[NH2:21][C:22]1[N:27]=[C:26]([C:28]2[CH:33]=[CH:32][C:31]([CH2:34][C@H:35]([NH:39]C(OC(C)(C)C)=O)[C:36]([OH:38])=[O:37])=[CH:30][CH:29]=2)[CH:25]=[C:24](Cl)[N:23]=1.O1CCOCC1.C([O-])([O-])=O.[Cs+].[Cs+], predict the reaction product. The product is: [NH2:39][C@@H:35]([CH2:34][C:31]1[CH:32]=[CH:33][C:28]([C:26]2[CH:25]=[C:24]([O:4][CH:3]([C:5]3[CH:10]=[C:9]([O:11][CH3:12])[CH:8]=[CH:7][C:6]=3[N:13]3[CH:17]=[C:16]([CH3:18])[CH:15]=[N:14]3)[C:2]([F:19])([F:1])[F:20])[N:23]=[C:22]([NH2:21])[N:27]=2)=[CH:29][CH:30]=1)[C:36]([OH:38])=[O:37]. (4) Given the reactants [F:1][C:2]1[CH:3]=[C:4]([N:9]2[CH2:13][C@H:12]([C:14](OC)=[O:15])[O:11][C:10]2=[O:18])[CH:5]=[CH:6][C:7]=1[I:8].[OH-].[NH4+:20], predict the reaction product. The product is: [F:1][C:2]1[CH:3]=[C:4]([N:9]2[CH2:13][C@H:12]([C:14]([NH2:20])=[O:15])[O:11][C:10]2=[O:18])[CH:5]=[CH:6][C:7]=1[I:8]. (5) Given the reactants [O:1]([C:8]1[CH:15]=[CH:14][C:11]([CH:12]=O)=[CH:10][CH:9]=1)[C:2]1[CH:7]=[CH:6][CH:5]=[CH:4][CH:3]=1.[CH3:16][CH:17]([CH3:33])[C:18]([NH:20][C:21]1[CH:26]=[CH:25][CH:24]=[C:23]([CH:27]2[CH2:32][CH2:31][NH:30][CH2:29][CH2:28]2)[CH:22]=1)=[O:19], predict the reaction product. The product is: [CH3:16][CH:17]([CH3:33])[C:18]([NH:20][C:21]1[CH:26]=[CH:25][CH:24]=[C:23]([CH:27]2[CH2:32][CH2:31][N:30]([CH2:12][C:11]3[CH:14]=[CH:15][C:8]([O:1][C:2]4[CH:7]=[CH:6][CH:5]=[CH:4][CH:3]=4)=[CH:9][CH:10]=3)[CH2:29][CH2:28]2)[CH:22]=1)=[O:19].